From a dataset of Forward reaction prediction with 1.9M reactions from USPTO patents (1976-2016). Predict the product of the given reaction. (1) Given the reactants [CH3:1][CH:2]1[CH2:7][CH2:6][N:5]([C:8]2[CH:9]=[C:10]([C:17]#[C:18][CH2:19]O)[CH:11]=[CH:12][C:13]=2[N+:14]([O-:16])=[O:15])[CH2:4][CH2:3]1.[CH2:21]([N:23](CC)[CH2:24]C)[CH3:22].CS(Cl)(=O)=O.O, predict the reaction product. The product is: [CH2:21]([N:23]([CH3:24])[CH2:19][C:18]#[C:17][C:10]1[CH:11]=[CH:12][C:13]([N+:14]([O-:16])=[O:15])=[C:8]([N:5]2[CH2:6][CH2:7][CH:2]([CH3:1])[CH2:3][CH2:4]2)[CH:9]=1)[CH3:22]. (2) The product is: [C:20]([O:23][CH2:24][C:25]1[C:26]([N:40]2[N:49]=[CH:48][C:47]3[C:42](=[C:43]([F:54])[CH:44]=[C:45]([C:50]([CH3:52])([CH3:51])[CH3:53])[CH:46]=3)[C:41]2=[O:55])=[N:27][CH:28]=[CH:29][C:30]=1[C:2]1[CH:3]=[C:4]([NH:10][C:11]2[CH:15]=[C:14]([CH:16]3[CH2:18][CH2:17]3)[N:13]([CH3:19])[N:12]=2)[C:5](=[O:9])[N:6]([CH3:8])[CH:7]=1)(=[O:22])[CH3:21]. Given the reactants Br[C:2]1[CH:3]=[C:4]([NH:10][C:11]2[CH:15]=[C:14]([CH:16]3[CH2:18][CH2:17]3)[N:13]([CH3:19])[N:12]=2)[C:5](=[O:9])[N:6]([CH3:8])[CH:7]=1.[C:20]([O:23][CH2:24][C:25]1[C:26]([N:40]2[N:49]=[CH:48][C:47]3[C:42](=[C:43]([F:54])[CH:44]=[C:45]([C:50]([CH3:53])([CH3:52])[CH3:51])[CH:46]=3)[C:41]2=[O:55])=[N:27][CH:28]=[CH:29][C:30]=1B1OC(C)(C)C(C)(C)O1)(=[O:22])[CH3:21].C([O-])(=O)C.[Na+].[O-]P([O-])([O-])=O.[K+].[K+].[K+], predict the reaction product. (3) Given the reactants C(=O)([O-])[O-].[Na+].[Na+].[F:7][C:8]1[CH:13]=[C:12](B(O)O)[CH:11]=[CH:10][N:9]=1.[Br:17][C:18]1[CH:31]=[CH:30][C:29]2[O:28][C:27]3[C:22](=[CH:23][C:24](I)=[CH:25][CH:26]=3)[C@@:21]3([N:37]=[C:36]([NH2:38])[CH2:35][O:34][CH2:33]3)[C:20]=2[CH:19]=1, predict the reaction product. The product is: [Br:17][C:18]1[CH:31]=[CH:30][C:29]2[O:28][C:27]3[C:22](=[CH:23][C:24]([C:12]4[CH:11]=[CH:10][N:9]=[C:8]([F:7])[CH:13]=4)=[CH:25][CH:26]=3)[C@@:21]3([N:37]=[C:36]([NH2:38])[CH2:35][O:34][CH2:33]3)[C:20]=2[CH:19]=1. (4) Given the reactants [OH:1][CH2:2][C:3]1[CH:17]=[CH:16][C:6]([CH2:7][NH:8][C:9](=[O:15])[O:10][C:11]([CH3:14])([CH3:13])[CH3:12])=[CH:5][CH:4]=1, predict the reaction product. The product is: [CH:2]([C:3]1[CH:4]=[CH:5][C:6]([CH2:7][NH:8][C:9](=[O:15])[O:10][C:11]([CH3:12])([CH3:13])[CH3:14])=[CH:16][CH:17]=1)=[O:1]. (5) Given the reactants C([O:8][C:9]1[N:14]=[C:13]([CH3:15])[C:12]([C:16]2[CH:17]=[CH:18][C:19]([CH2:24][N:25]3[CH2:30][CH2:29][O:28][CH2:27][CH2:26]3)=[C:20]([CH:23]=2)[C:21]#[N:22])=[CH:11][C:10]=1[CH2:31][CH3:32])C1C=CC=CC=1.C(O)C, predict the reaction product. The product is: [CH2:31]([C:10]1[C:9](=[O:8])[NH:14][C:13]([CH3:15])=[C:12]([C:16]2[CH:17]=[CH:18][C:19]([CH2:24][N:25]3[CH2:26][CH2:27][O:28][CH2:29][CH2:30]3)=[C:20]([CH:23]=2)[C:21]#[N:22])[CH:11]=1)[CH3:32]. (6) Given the reactants C([O:8][C@@H:9]1[CH2:14][C@@H:13]([O:15][S:16]([CH3:19])(=[O:18])=[O:17])[C@H:12]([CH2:20][O:21][Si:22]([C:25]([CH3:28])([CH3:27])[CH3:26])([CH3:24])[CH3:23])[C@@H:11]([O:29][Si:30]([C:33]([CH3:36])([CH3:35])[CH3:34])([CH3:32])[CH3:31])[CH2:10]1)C1C=CC=CC=1.C([O-])=O.[NH4+], predict the reaction product. The product is: [Si:22]([O:21][CH2:20][C@@H:12]1[C@@H:11]([O:29][Si:30]([C:33]([CH3:34])([CH3:35])[CH3:36])([CH3:31])[CH3:32])[CH2:10][C@H:9]([OH:8])[CH2:14][C@H:13]1[O:15][S:16]([CH3:19])(=[O:18])=[O:17])([C:25]([CH3:26])([CH3:27])[CH3:28])([CH3:24])[CH3:23].